From a dataset of HIV replication inhibition screening data with 41,000+ compounds from the AIDS Antiviral Screen. Binary Classification. Given a drug SMILES string, predict its activity (active/inactive) in a high-throughput screening assay against a specified biological target. (1) The molecule is CCCCc1ccc(Nc2nc(S)c3ncn(COCCO)c3n2)cc1. The result is 0 (inactive). (2) The compound is COc1c2c3c(c(OC)c1OC)-c1ccc(O)cc1C3=NCC2. The result is 0 (inactive).